Token-level Classification. Given an antigen amino acid sequence, predict which amino acid positions are active epitope sites capable of antibody binding. Output is a list of indices for active positions. From a dataset of B-cell epitopes from IEDB database with 3,159 antigens for binding position prediction. (1) Given the antigen sequence: MDSPCLVALLVFSFVIGSCFSDNPIDSCWRGDSNWAQNRMKLADCAVGFGSSTMGGKGGDLYTVTNSDDDPVNPAPGTLRYGATRDRPLWIIFSGNMNIKLKMPMYIAGYKTFDGRGAQVYIGNGGPCVFIKRVSNVIIHGLYLYGCSTSVLGNVLINESFGVEPVHPQDGDALTLRTATNIWIDHNSFSNSSDGLVDVTLTSTGVTISNNLFFNHHKVMSLGHDDAYSDDKSMKVTVAFNQFGPNCGQRMPRARYGLVHVANNNYDPWTIYAIGGSSNPTILSEGNSFTAPNESYKKQVTIRIGCKTSSSCSNWVWQSTQDVFYNGAYFVSSGKYEGGNIYTKKEAFNVENGNATPHLTQNAGVLTCSLSKRC, which amino acid positions are active epitope sites? The epitope positions are: [361, 362, 363, 364, 365, 366, 367, 368, 369, 370, 371]. The amino acids at these positions are: NAGVLTCSLSK. (2) Given the antigen sequence: DTIDAGGSSKKDARPEQGSIQSNPNKGKDKDVNAGTSGTHTVPRIKAITSKMRMPKSKGATVLNLEHLLEYAPQQIDISNTRATQSQFDTWYEAVRMAYDIGETEMPTVMNGLMVWCIENGTSPNVNGVWVMMDGDEQVEYPLKPIVENAKPTLRQIMAHFSDVAEAYIEMRNKKEPYMPRYGLIRNLRDVGLARYAFDFYEVTSRTPVRAREAHIQMKAAALKSAQPRLFGLDGGISTQEENTERHTTEDVSPSMHTLLGVKNM, which amino acid positions are active epitope sites? The epitope positions are: [71, 72, 73, 74, 75, 76, 77, 78, 79, 80, 81, 82, 83, 84, 85, 86, 87, 88]. The amino acids at these positions are: APQQIDISNTRATQSQFD. (3) Given the antigen sequence: MTDVSRKIRAWGRRLMIGTAAAVVLPGLVGLAGGAATAGAFSRPGLPVEYLQVPSPSMGRDIKVQFQSGGNNSPAVYLLDGLRAQDDYNGWDINTPAFEWYYQSGLSIVMPVGGQSSFYSDWYSPACGKAGCQTYKWETLLTSELPQWLSANRAVKPTGSAAIGLSMAGSSAMILAAYHPQQFIYAGSLSALLDPSQGMGPSLIGLAMGDAGGYKAADMWGPSSDPAWERNDPTQQIPKLVANNTRLWVYCGNGTPNELGGANIPAEFLENFVRSSNLKFQDAYNAAGGHNAVFNFPPNGTHSWEYWGAQLNAMKGDLQSSLGAG, which amino acid positions are active epitope sites? The epitope positions are: [317, 318, 319, 320, 321, 322, 323, 324]. The amino acids at these positions are: LQSSLGAG. (4) Given the antigen sequence: MSVSLHHFIISSGFLTSMFPKAVRRAVTAGVFAAPTLMSFLRCGVMASDPPLVANQVVTCPDKKSTAAVILTPTENHFTLKCPKTALTEPPTLAYSPNRQICPAGTTSSCTSKAVTLSSLIPEAEDSWWTGDSASLDTAGIKLTVPIEKFPVTTQTFVVGCIKGDDAQSCMVTVTVQARASSVVNNVARCSYGADSTLGPVKLSAEGPTTMTLVCGKDGVKVPQDNNQYCSGTTLTGCNEKSFKDILPKLTENPWQGNASSDKGATLTIKKEAFPAESKSVIIGCTGGSPEKHHCTVKLEFAGAAGSAKSAAGTASHVSILAMVIGLIGSIAACVA, which amino acid positions are active epitope sites? The epitope positions are: [261, 262, 263, 264, 265, 266, 267, 268, 269, 270, 271, 272, 273, 274, 275, 276, 277, 278, 279]. The amino acids at these positions are: DKGATLTIKKEAFPAESKS. (5) Given the antigen sequence: MGITGILQLPRDRFKRTSFFLWVIILFQRTFSIPLGVIHNSTLQVSDVDKLVCRDKLSSTNQLRSVGLNLEGNGVATDVPSATKRWGFRSGVPPKVVNYEAGEWAENCYNLEIKKPDGSECLPAAPDGIRGFPRCRYVHKVSGTGPCAGDFAFHKEGAFFLYDRLASTVIYRGTTFAEGVVAFLILPQAKKDFFSSHPLREPVNATEDPSSGYYSTTIRYQATGFGTNETEYLFEVDNLTYVQLESRFTPQFLLQLNETIYASGKRSNTTGKLIWKVNPEIDTTIGEWAFWETKKNLTRKIRSEELSFTAVSNGAKDISGQSPARTSSDPETYTTTEDHKIMASENSSAMVQVHNQGREAAVSHLITLATISTSPQSPTTKPGQDNSTHNTPVYKLDISEATQVEQHHRRTDNDSTASDTPPATTAAGPPKAENINTSKSADSLDPATTTSPQNYSETAGNNNTHHQDTGEESAGSGKLGLIANTIAGVAGLITGGRRTR..., which amino acid positions are active epitope sites? The epitope positions are: [404, 405, 406, 407, 408, 409, 410, 411, 412, 413, 414, 415, 416, 417, 418]. The amino acids at these positions are: EQHHRRTDNDSTASD. (6) Given the antigen sequence: MRCGPLYRFLWLWPYLSYVEAVPIRKVQDDTKTLIKTIVTRINDISHTQSVSSKQRVTGLDFIPGLHPLLSLSKMDQTLAIYQQILTSLPSRNVVQISNDLENLRDLLHLLAASKSCPLPQVRALESLESLGVVLEASLYSTEVVALSRLQGSLQDMLRQLDLSPGC, which amino acid positions are active epitope sites? The epitope positions are: [41, 42, 43, 44, 45, 46, 47, 48, 49, 50, 51, 52, 53, 54, 55, 56, 57, 58, 59, 60]. The amino acids at these positions are: INDISHTQSVSSKQRVTGLD. (7) Given the antigen sequence: MASSSSVLLVVVLFAVFLGSAYGIPKVPPGPNITATYGDKWLDAKSTWYGKPTGAGPKDNGGACGYKDVDKPPFSGMTGCGNTPIFKSGRGCGSCFEIKCTKPEACSGEPVVVHITDDNEEPIAPYHFDLSGHAFGAMAKKGDEQKLRSAGELELQFRRVKCKYPEGTKVTFHVEKGSNPNYLALLVKYVNGDGDVVAVDIKEKGKDKWIELKESWGAIWRIDTPDKLTGPFTVRYTTEGGTKTEAEDVIPEGWKADTSYESK, which amino acid positions are active epitope sites? The epitope positions are: [118, 119, 120, 121, 122, 123, 124, 125, 126, 127, 128, 129, 130, 131, 132, 133, 134, 135]. The amino acids at these positions are: NEEPIAPYHFDLSGHAFG.